From a dataset of Full USPTO retrosynthesis dataset with 1.9M reactions from patents (1976-2016). Predict the reactants needed to synthesize the given product. (1) Given the product [Cl:17][C:9]1[CH:8]=[C:7]([C:4]2[S:3][C:2](=[N:19][NH2:20])[NH:6][N:5]=2)[CH:12]=[CH:11][C:10]=1[O:13][CH:14]([CH3:16])[CH3:15], predict the reactants needed to synthesize it. The reactants are: Br[C:2]1[S:3][C:4]([C:7]2[CH:12]=[CH:11][C:10]([O:13][CH:14]([CH3:16])[CH3:15])=[C:9]([Cl:17])[CH:8]=2)=[N:5][N:6]=1.O.[NH2:19][NH2:20].O. (2) The reactants are: COCCOC[N:7]1[C:11]2=[N:12][CH:13]=[C:14]([N:16]3[CH2:21][CH2:20][O:19][CH2:18][CH2:17]3)[CH:15]=[C:10]2[C:9]([C:22]2[CH:27]=[CH:26][CH:25]=[CH:24][C:23]=2[O:28][CH3:29])=[CH:8]1.C(O)=O.C(=O)(O)[O-].[Na+].C(OCC)(=O)C. Given the product [CH3:29][O:28][C:23]1[CH:24]=[CH:25][CH:26]=[CH:27][C:22]=1[C:9]1[C:10]2[C:11](=[N:12][CH:13]=[C:14]([N:16]3[CH2:21][CH2:20][O:19][CH2:18][CH2:17]3)[CH:15]=2)[NH:7][CH:8]=1, predict the reactants needed to synthesize it. (3) Given the product [CH2:1]([O:3][C:4]1[C:8]([CH2:9][CH2:10][CH2:11][O:12][C:24]2[CH:25]=[C:26]([CH2:30][C:31]([OH:33])=[O:32])[CH:27]=[CH:28][CH:29]=2)=[CH:7][N:6]([C:13]2[CH:18]=[C:17]([C:19]([F:21])([F:20])[F:22])[CH:16]=[CH:15][N:14]=2)[N:5]=1)[CH3:2], predict the reactants needed to synthesize it. The reactants are: [CH2:1]([O:3][C:4]1[C:8]([CH2:9][CH2:10][CH2:11][OH:12])=[CH:7][N:6]([C:13]2[CH:18]=[C:17]([C:19]([F:22])([F:21])[F:20])[CH:16]=[CH:15][N:14]=2)[N:5]=1)[CH3:2].O[C:24]1[CH:25]=[C:26]([CH2:30][C:31]([O:33]C)=[O:32])[CH:27]=[CH:28][CH:29]=1.C(P(CCCC)CCCC)CCC.N(C(N1CCCCC1)=O)=NC(N1CCCCC1)=O. (4) Given the product [NH2:2][CH:3]([C:6]1[CH:7]=[CH:8][C:9]([O:12][C:13]([F:14])([F:15])[F:16])=[CH:10][CH:11]=1)[C:4]([NH2:5])=[O:18], predict the reactants needed to synthesize it. The reactants are: Cl.[NH2:2][CH:3]([C:6]1[CH:11]=[CH:10][C:9]([O:12][C:13]([F:16])([F:15])[F:14])=[CH:8][CH:7]=1)[C:4]#[N:5].C(=O)([O-])[O-:18].[K+].[K+].OO.S([O-])([O-])(=O)=S.[Na+].[Na+]. (5) The reactants are: [NH2:1][C@H:2]([CH2:11][C:12]1[CH:17]=[CH:16][C:15]([C:18]2[CH:23]=[CH:22][CH:21]=[CH:20][CH:19]=2)=[CH:14][CH:13]=1)[CH2:3][C@:4]([CH2:9][OH:10])([CH3:8])[C:5]([OH:7])=[O:6].CC#N.O1CCOCC1.[NH:33]1[CH:37]=[C:36]([C:38]([OH:40])=O)[N:35]=[N:34]1.CCN(C(C)C)C(C)C.CN(C(ON1N=N[C:60]2[CH:61]=[CH:62]C=N[C:59]1=2)=[N+](C)C)C.F[P-](F)(F)(F)(F)F. Given the product [CH2:59]([O:6][C:5](=[O:7])[C@@:4]([CH2:9][OH:10])([CH3:8])[CH2:3][C@H:2]([NH:1][C:38]([C:36]1[NH:35][N:34]=[N:33][CH:37]=1)=[O:40])[CH2:11][C:12]1[CH:13]=[CH:14][C:15]([C:18]2[CH:23]=[CH:22][CH:21]=[CH:20][CH:19]=2)=[CH:16][CH:17]=1)[CH2:60][CH2:61][CH3:62], predict the reactants needed to synthesize it. (6) Given the product [OH:70][CH2:69][CH2:68][CH2:67][NH:66][C:28]([C:25]1[CH:24]=[C:23]([C:19]2[CH:18]=[C:17]([O:16][C:15]3[CH:14]=[CH:13][C:12]([NH:11][C:9]([NH:8][C:4]4[CH:5]=[CH:6][CH:7]=[C:2]([CH3:1])[CH:3]=4)=[O:10])=[CH:32][CH:31]=3)[CH:22]=[CH:21][N:20]=2)[NH:27][CH:26]=1)=[O:29], predict the reactants needed to synthesize it. The reactants are: [CH3:1][C:2]1[CH:3]=[C:4]([NH:8][C:9]([NH:11][C:12]2[CH:32]=[CH:31][C:15]([O:16][C:17]3[CH:22]=[CH:21][N:20]=[C:19]([C:23]4[NH:27][CH:26]=[C:25]([C:28](O)=[O:29])[CH:24]=4)[CH:18]=3)=[CH:14][CH:13]=2)=[O:10])[CH:5]=[CH:6][CH:7]=1.CN(C(ON1N=NC2C=CC=NC1=2)=[N+](C)C)C.F[P-](F)(F)(F)(F)F.C(N(CC)C(C)C)(C)C.[NH2:66][CH2:67][CH2:68][CH2:69][OH:70]. (7) Given the product [CH3:1][C:2]1[C:10]2[C:9](=[O:11])[N:8]3[CH2:12][CH2:13][CH2:14][CH2:15][C:7]3=[N:6][C:5]=2[S:4][C:3]=1[C:21]([OH:23])=[O:24], predict the reactants needed to synthesize it. The reactants are: [CH3:1][C:2]1[C:10]2[C:9](=[O:11])[N:8]3[CH:12](C(OCC)=O)[CH2:13][CH2:14][CH2:15][C:7]3=[N:6][C:5]=2[S:4][CH:3]=1.[CH2:21]([OH:23])C.[OH-:24].[Na+].Cl. (8) Given the product [CH3:13][CH2:14][O:15]/[N:16]=[C:17](\[C:28]([NH:30][C@@H:31]1[C:34](=[O:35])[N:33]2[C:36]([C:53]([O-:55])=[O:54])=[C:37]([S:40][C:41]3[S:45][CH:44]=[C:43]([C:46]4[CH:51]=[CH:50][N+:49]([CH3:52])=[CH:48][CH:47]=4)[N:42]=3)[CH2:38][S:39][C@H:32]12)=[O:29])/[C:18]1[N:19]=[C:20]([NH:23][P:24]([OH:26])([OH:27])=[O:25])[S:21][N:22]=1.[NH2:1][CH:2]([C:10]([OH:12])=[O:11])[CH2:3][CH2:4][CH2:5][NH:6][C:7](=[NH:8])[NH2:9], predict the reactants needed to synthesize it. The reactants are: [NH2:1][CH:2]([C:10]([OH:12])=[O:11])[CH2:3][CH2:4][CH2:5][NH:6][C:7](=[NH:9])[NH2:8].[CH3:13][CH2:14][O:15]/[N:16]=[C:17](\[C:28]([NH:30][C@@H:31]1[C:34](=[O:35])[N:33]2[C:36]([C:53]([O-:55])=[O:54])=[C:37]([S:40][C:41]3[S:45][CH:44]=[C:43]([C:46]4[CH:47]=[CH:48][N+:49]([CH3:52])=[CH:50][CH:51]=4)[N:42]=3)[CH2:38][S:39][C@H:32]12)=[O:29])/[C:18]1[N:19]=[C:20]([NH:23][P:24]([OH:27])([OH:26])=[O:25])[S:21][N:22]=1. (9) Given the product [CH2:1]([O:8][CH2:9][CH2:10][N:11]1[C:19]2[C:14](=[C:15](/[CH:72]=[CH:71]/[C:67]3[CH:68]=[CH:69][CH:70]=[C:65]([O:64][CH2:57][C:58]4[CH:63]=[CH:62][CH:61]=[CH:60][CH:59]=4)[CH:66]=3)[CH:16]=[CH:17][CH:18]=2)[C:13]([O:21][C@@H:22]2[O:48][C@H:47]([CH2:49][O:50][C:51](=[O:56])[C:52]([CH3:55])([CH3:54])[CH3:53])[C@@H:39]([O:40][C:41](=[O:46])[C:42]([CH3:45])([CH3:44])[CH3:43])[C@H:31]([O:32][C:33](=[O:38])[C:34]([CH3:37])([CH3:36])[CH3:35])[C@H:23]2[O:24][C:25](=[O:30])[C:26]([CH3:29])([CH3:28])[CH3:27])=[N:12]1)[C:2]1[CH:7]=[CH:6][CH:5]=[CH:4][CH:3]=1, predict the reactants needed to synthesize it. The reactants are: [CH2:1]([O:8][CH2:9][CH2:10][N:11]1[C:19]2[C:14](=[C:15](Br)[CH:16]=[CH:17][CH:18]=2)[C:13]([O:21][C@@H:22]2[O:48][C@H:47]([CH2:49][O:50][C:51](=[O:56])[C:52]([CH3:55])([CH3:54])[CH3:53])[C@@H:39]([O:40][C:41](=[O:46])[C:42]([CH3:45])([CH3:44])[CH3:43])[C@H:31]([O:32][C:33](=[O:38])[C:34]([CH3:37])([CH3:36])[CH3:35])[C@H:23]2[O:24][C:25](=[O:30])[C:26]([CH3:29])([CH3:28])[CH3:27])=[N:12]1)[C:2]1[CH:7]=[CH:6][CH:5]=[CH:4][CH:3]=1.[CH2:57]([O:64][C:65]1[CH:70]=[CH:69][CH:68]=[C:67]([CH:71]=[CH2:72])[CH:66]=1)[C:58]1[CH:63]=[CH:62][CH:61]=[CH:60][CH:59]=1.C(N(CC)CC)C.CC1C=CC=CC=1P(C1C=CC=CC=1C)C1C=CC=CC=1C.